Task: Predict the reactants needed to synthesize the given product.. Dataset: Full USPTO retrosynthesis dataset with 1.9M reactions from patents (1976-2016) (1) Given the product [N:1]1([CH:10]([C:17]2[CH:18]=[CH:19][C:20]([C:23]3[CH:28]=[CH:27][CH:26]=[CH:25][CH:24]=3)=[CH:21][CH:22]=2)[CH2:11][C:12]([O:14][CH2:15][CH3:16])=[O:13])[C:5]2[CH:6]=[CH:7][CH:8]=[CH:9][C:4]=2[N:3]=[CH:2]1, predict the reactants needed to synthesize it. The reactants are: [N:1]1([C:10]([C:17]2[CH:22]=[CH:21][C:20]([C:23]3[CH:28]=[CH:27][CH:26]=[CH:25][CH:24]=3)=[CH:19][CH:18]=2)=[CH:11][C:12]([O:14][CH2:15][CH3:16])=[O:13])[C:5]2[CH:6]=[CH:7][CH:8]=[CH:9][C:4]=2[N:3]=[CH:2]1.C([O-])=O.[NH4+]. (2) Given the product [F:41][C:42]1[CH:56]=[C:55]([CH2:57][CH2:58][C:59]2[CH:64]=[C:63]([OH:65])[CH:62]=[CH:61][C:60]=2[CH:67]2[CH2:76][CH2:75][C:74]3[CH:73]=[C:72]([OH:77])[CH:71]=[CH:70][C:69]=3[CH2:68]2)[CH:54]=[CH:53][C:43]=1[O:44][CH2:45][CH2:46][N:47]1[CH2:52][CH2:51][CH2:50][CH2:49][CH2:48]1, predict the reactants needed to synthesize it. The reactants are: FC1C=C(CCC2C=C(OC)C=CC=2C2CCC3C(=CC=C(OC)C=3)C2)C=CC=1O.Cl.ClCCN1CCCCC1.[F:41][C:42]1[CH:56]=[C:55]([CH2:57][CH2:58][C:59]2[CH:64]=[C:63]([O:65]C)[CH:62]=[CH:61][C:60]=2[CH:67]2[CH2:76][CH2:75][C:74]3[C:69](=[CH:70][CH:71]=[C:72]([O:77]C)[CH:73]=3)[CH2:68]2)[CH:54]=[CH:53][C:43]=1[O:44][CH2:45][CH2:46][N:47]1[CH2:52][CH2:51][CH2:50][CH2:49][CH2:48]1. (3) Given the product [NH2:1][C:2]1[CH:7]=[C:6]([NH:8][CH2:9][CH:10]2[CH2:15][CH2:14][N:13]([C:16]([O:18][C:19]([CH3:22])([CH3:21])[CH3:20])=[O:17])[CH2:12][CH2:11]2)[C:5]([C:29]2[CH:30]=[CH:31][C:26]([O:25][CH3:24])=[CH:27][CH:28]=2)=[CH:4][N:3]=1, predict the reactants needed to synthesize it. The reactants are: [NH2:1][C:2]1[CH:7]=[C:6]([NH:8][CH2:9][CH:10]2[CH2:15][CH2:14][N:13]([C:16]([O:18][C:19]([CH3:22])([CH3:21])[CH3:20])=[O:17])[CH2:12][CH2:11]2)[C:5](Br)=[CH:4][N:3]=1.[CH3:24][O:25][C:26]1[CH:31]=[CH:30][C:29](B(O)O)=[CH:28][CH:27]=1.C(=O)([O-])[O-].[Na+].[Na+]. (4) Given the product [CH:8]1([C@H:7]2[NH:14][C:15](=[O:17])[CH2:4][NH:5][CH2:6]2)[CH2:13][CH2:12][CH2:11][CH2:10][CH2:9]1, predict the reactants needed to synthesize it. The reactants are: COC(=O)[CH2:4][NH:5][CH2:6][C@H:7]([NH:14][C:15]([O:17]CC1C=CC=CC=1)=O)[CH:8]1[CH2:13][CH2:12][CH2:11][CH2:10][CH2:9]1.N#N. (5) Given the product [CH3:3][C:2]([C:35]([OH:37])=[O:36])([C:4]1[CH:9]=[CH:8][C:7]([CH:10]([OH:34])[CH2:11][CH2:12][CH2:13][N:14]2[CH2:15][CH2:16][CH:17]([C:20]([OH:33])([C:21]3[CH:26]=[CH:25][CH:24]=[CH:23][CH:22]=3)[C:27]3[CH:28]=[CH:29][CH:30]=[CH:31][CH:32]=3)[CH2:18][CH2:19]2)=[CH:6][CH:5]=1)[CH3:1], predict the reactants needed to synthesize it. The reactants are: [CH3:1][C:2]([C:35]([OH:37])=[O:36])([C:4]1[CH:5]=[CH:6][C:7]([CH:10]([OH:34])[CH2:11][CH2:12][CH2:13][N:14]2[CH2:19][CH2:18][CH:17]([C:20]([OH:33])([C:27]3[CH:28]=[CH:29][CH:30]=[CH:31][CH:32]=3)[C:21]3[CH:22]=[CH:23][CH:24]=[CH:25][CH:26]=3)[CH2:16][CH2:15]2)=[CH:8][CH:9]=1)[CH3:3].Cl.CO.C(N(CC)CC)C. (6) Given the product [CH:46]1([CH2:41][O:27][C:24]2[CH:23]=[CH:22][CH:21]=[C:20]3[C:25]=2[CH:26]=[C:18]([C:16]([OH:15])=[O:17])[NH:19]3)[CH2:44][CH2:45]1, predict the reactants needed to synthesize it. The reactants are: CCOC(/N=N/C(OCC)=O)=O.C([O:15][C:16]([C:18]1[NH:19][C:20]2[C:25]([CH:26]=1)=[C:24]([OH:27])[CH:23]=[CH:22][CH:21]=2)=[O:17])C.[C:45]1(P([C:41]2[CH:46]=[CH:45][CH:44]=CC=2)[C:45]2[CH:44]=CC=[CH:41][CH:46]=2)[CH:44]=CC=[CH:41][CH:46]=1.C1(CO)CC1. (7) Given the product [OH:28][C:27]1[C:26]2[C:21](=[CH:22][CH:23]=[CH:24][CH:25]=2)[NH:20][C:19](=[O:29])[C:18]=1[C:15](=[O:17])[CH:16]=[CH:10][C:9]1[CH:12]=[CH:13][CH:14]=[C:7]([O:6][CH2:5][C:3]([O:2][CH3:1])=[O:4])[CH:8]=1, predict the reactants needed to synthesize it. The reactants are: [CH3:1][O:2][C:3]([CH2:5][O:6][C:7]1[CH:8]=[C:9]([CH:12]=[CH:13][CH:14]=1)[CH:10]=O)=[O:4].[C:15]([C:18]1[C:19](=[O:29])[NH:20][C:21]2[C:26]([C:27]=1[OH:28])=[CH:25][CH:24]=[CH:23][CH:22]=2)(=[O:17])[CH3:16].N1CCCCC1. (8) Given the product [Br:11][C:12]1[CH:13]=[CH:14][C:15]([S:18]([NH:2][CH2:3][CH2:4][N:5]([CH3:10])[S:6]([CH3:9])(=[O:8])=[O:7])(=[O:20])=[O:19])=[N:16][CH:17]=1, predict the reactants needed to synthesize it. The reactants are: Cl.[NH2:2][CH2:3][CH2:4][N:5]([CH3:10])[S:6]([CH3:9])(=[O:8])=[O:7].[Br:11][C:12]1[CH:13]=[CH:14][C:15]([S:18](Cl)(=[O:20])=[O:19])=[N:16][CH:17]=1. (9) The reactants are: C(N(CC)CC)C.Cl.[C:9]([NH:17][CH2:18][CH:19]([C:21]1[CH:26]=[CH:25][CH:24]=[CH:23][CH:22]=1)[NH2:20])(=[O:16])[C:10]1[CH:15]=[CH:14][CH:13]=[CH:12][CH:11]=1.Cl[C:28]([O:30][CH2:31][C:32]1[CH:37]=[CH:36][CH:35]=[CH:34][CH:33]=1)=[O:29]. Given the product [CH2:31]([O:30][C:28]([NH:20][CH:19]([C:21]1[CH:26]=[CH:25][CH:24]=[CH:23][CH:22]=1)[CH2:18][NH:17][C:9](=[O:16])[C:10]1[CH:11]=[CH:12][CH:13]=[CH:14][CH:15]=1)=[O:29])[C:32]1[CH:37]=[CH:36][CH:35]=[CH:34][CH:33]=1, predict the reactants needed to synthesize it. (10) Given the product [C:1]12([C:11]3[CH:12]=[C:13](/[CH:24]=[CH:25]/[C:26]4[CH:27]=[CH:28][C:29]([C:30]([OH:32])=[O:31])=[CH:35][CH:36]=4)[CH:14]=[CH:15][C:16]=3[O:17][CH2:18][O:19][CH2:20][CH2:21][O:22][CH3:23])[CH2:10][CH:5]3[CH2:4][CH:3]([CH2:9][CH:7]([CH2:6]3)[CH2:8]1)[CH2:2]2, predict the reactants needed to synthesize it. The reactants are: [C:1]12([C:11]3[CH:12]=[C:13](/[CH:24]=[CH:25]/[C:26]4[CH:36]=[CH:35][C:29]([C:30]([O:32]CC)=[O:31])=[CH:28][CH:27]=4)[CH:14]=[CH:15][C:16]=3[O:17][CH2:18][O:19][CH2:20][CH2:21][O:22][CH3:23])[CH2:10][CH:5]3[CH2:6][CH:7]([CH2:9][CH:3]([CH2:4]3)[CH2:2]1)[CH2:8]2.